From a dataset of Forward reaction prediction with 1.9M reactions from USPTO patents (1976-2016). Predict the product of the given reaction. (1) Given the reactants C(OC([N:8]1[C@H:13]([C:14](=[O:29])[NH:15][CH2:16][C:17]2[CH:22]=[C:21]([Cl:23])[CH:20]=[CH:19][C:18]=2[N:24]2[CH:28]=[N:27][N:26]=[N:25]2)[CH2:12][C@H:11]2[C@@H:9]1[CH2:10]2)=O)(C)(C)C.Cl, predict the reaction product. The product is: [Cl:23][C:21]1[CH:20]=[CH:19][C:18]([N:24]2[CH:28]=[N:27][N:26]=[N:25]2)=[C:17]([CH:22]=1)[CH2:16][NH:15][C:14]([C@@H:13]1[CH2:12][C@H:11]2[C@H:9]([CH2:10]2)[NH:8]1)=[O:29]. (2) Given the reactants [CH3:1][N:2]([CH3:38])[CH:3]1[CH2:8][CH2:7][N:6]([CH2:9][C:10]2[S:18][C:17]3[C:16]([N:19]4[CH2:24][CH2:23][O:22][CH2:21][CH2:20]4)=[N:15][C:14]([Sn](CCCC)(CCCC)CCCC)=[N:13][C:12]=3[CH:11]=2)[CH2:5][CH2:4]1.C1(S([N:48]2[C:56]3[C:51](=[CH:52][CH:53]=[CH:54][C:55]=3[F:57])[C:50](Br)=[CH:49]2)(=O)=O)C=CC=CC=1.C1COCC1.[OH-].[Na+], predict the reaction product. The product is: [F:57][C:55]1[CH:54]=[CH:53][CH:52]=[C:51]2[C:56]=1[NH:48][CH:49]=[C:50]2[C:14]1[N:15]=[C:16]([N:19]2[CH2:20][CH2:21][O:22][CH2:23][CH2:24]2)[C:17]2[S:18][C:10]([CH2:9][N:6]3[CH2:7][CH2:8][CH:3]([N:2]([CH3:38])[CH3:1])[CH2:4][CH2:5]3)=[CH:11][C:12]=2[N:13]=1.